The task is: Predict the reaction yield, written as a fraction of the theoretical maximum amount of product (1.0 means a 100% yield; for example, 0.34 means a 34% yield).. This data is from Reaction yield outcomes from USPTO patents with 853,638 reactions. (1) The reactants are [CH:1]1([CH2:6][CH:7]([C:11]2[CH:16]=[CH:15][C:14]([S:17]([CH3:20])(=[O:19])=[O:18])=[CH:13][CH:12]=2)[C:8]([OH:10])=O)[CH2:5][CH2:4][CH2:3][CH2:2]1.C1(P(C2C=CC=CC=2)C2C=CC=CC=2)C=CC=CC=1.BrN1C(=O)CCC1=O.[NH2:48][C:49]1[S:50][CH:51]=[CH:52][N:53]=1. The catalyst is C(Cl)Cl. The product is [CH:1]1([CH2:6][CH:7]([C:11]2[CH:16]=[CH:15][C:14]([S:17]([CH3:20])(=[O:19])=[O:18])=[CH:13][CH:12]=2)[C:8]([NH:48][C:49]2[S:50][CH:51]=[CH:52][N:53]=2)=[O:10])[CH2:2][CH2:3][CH2:4][CH2:5]1. The yield is 0.720. (2) The reactants are [CH3:1][O:2][C:3]1[CH:4]=[C:5]([CH2:11][C:12]([OH:14])=O)[CH:6]=[CH:7][C:8]=1[O:9][CH3:10].[NH:15]1[CH2:20][CH2:19][CH:18]([CH2:21][CH2:22][OH:23])[CH2:17][CH2:16]1.Cl.CN(C)CCCN=C=NCC. The catalyst is ClCCl. The product is [CH3:1][O:2][C:3]1[CH:4]=[C:5]([CH2:11][C:12]([N:15]2[CH2:20][CH2:19][CH:18]([CH2:21][CH2:22][OH:23])[CH2:17][CH2:16]2)=[O:14])[CH:6]=[CH:7][C:8]=1[O:9][CH3:10]. The yield is 0.900. (3) The reactants are [Br:1][C:2]1[CH:10]=[CH:9][C:5]([C:6](O)=[O:7])=[C:4]([Cl:11])[CH:3]=1.ClC(OC(=O)C(C)C)=O.CN1CCOCC1.[BH4-].[Na+]. The catalyst is O1CCCC1.O. The product is [Br:1][C:2]1[CH:10]=[CH:9][C:5]([CH2:6][OH:7])=[C:4]([Cl:11])[CH:3]=1. The yield is 0.990. (4) The reactants are C(O)(C(F)(F)F)=O.[NH2:8][C:9]1[C:10]([C:27]2[O:31][C:30]([CH2:32][C:33]([O:35]C(C)(C)C)=[O:34])=[N:29][N:28]=2)=[N:11][C:12]([C:15]2[CH:20]=[CH:19][C:18]([S:21]([CH:24]([CH3:26])[CH3:25])(=[O:23])=[O:22])=[CH:17][CH:16]=2)=[CH:13][N:14]=1. The catalyst is C(Cl)Cl. The product is [NH2:8][C:9]1[C:10]([C:27]2[O:31][C:30]([CH2:32][C:33]([OH:35])=[O:34])=[N:29][N:28]=2)=[N:11][C:12]([C:15]2[CH:20]=[CH:19][C:18]([S:21]([CH:24]([CH3:26])[CH3:25])(=[O:23])=[O:22])=[CH:17][CH:16]=2)=[CH:13][N:14]=1. The yield is 0.490. (5) The reactants are Cl[C:2]1[N:11]=[C:10]([NH:12][CH3:13])[C:9]2[C:4](=[CH:5][CH:6]=[C:7]([C:14]3[CH:19]=[CH:18][CH:17]=[C:16]([O:20][CH3:21])[CH:15]=3)[CH:8]=2)[N:3]=1.[N:22]1[CH:27]=[C:26](B(O)O)[CH:25]=[N:24][CH:23]=1.C(=O)([O-])[O-].[K+].[K+].O. The catalyst is COCCOC.CCO.Cl[Pd](Cl)([P](C1C=CC=CC=1)(C1C=CC=CC=1)C1C=CC=CC=1)[P](C1C=CC=CC=1)(C1C=CC=CC=1)C1C=CC=CC=1. The product is [CH3:21][O:20][C:16]1[CH:15]=[C:14]([C:7]2[CH:8]=[C:9]3[C:4](=[CH:5][CH:6]=2)[N:3]=[C:2]([C:26]2[CH:27]=[N:22][CH:23]=[N:24][CH:25]=2)[N:11]=[C:10]3[NH:12][CH3:13])[CH:19]=[CH:18][CH:17]=1. The yield is 0.380. (6) The catalyst is O1CCCC1.C(#N)C. The product is [N:3]1[CH:4]=[CH:5][CH:6]=[CH:7][C:2]=1[NH:1][C:9](=[O:10])[O:11][C:12]1[CH:17]=[CH:16][CH:15]=[CH:14][CH:13]=1. The yield is 0.780. The reactants are [NH2:1][C:2]1[CH:7]=[CH:6][CH:5]=[CH:4][N:3]=1.Cl[C:9]([O:11][C:12]1[CH:17]=[CH:16][CH:15]=[CH:14][CH:13]=1)=[O:10].N1C=CC=CC=1. (7) The reactants are [CH2:1]([N:4]1[CH2:9][CH2:8][O:7][C:6]2[CH:10]=[CH:11][C:12]([C:15]3[N:20]4[N:21]=[C:22]([C:24](O)=[O:25])[CH:23]=[C:19]4[N:18]=[C:17]([CH3:27])[C:16]=3[C@H:28]([O:34][C:35]([CH3:38])([CH3:37])[CH3:36])[C:29]([O:31][CH2:32][CH3:33])=[O:30])=[C:13]([Cl:14])[C:5]1=2)[CH:2]=[CH2:3].[CH2:39]([C:43]1[CH:48]=[CH:47][CH:46]=[CH:45][C:44]=1[CH2:49][NH2:50])[CH2:40][CH:41]=[CH2:42].CCN(C(C)C)C(C)C.CN(C(ON1N=NC2C=CC=NC1=2)=[N+](C)C)C.F[P-](F)(F)(F)(F)F. The catalyst is CN(C=O)C.CN(C1C=CN=CC=1)C. The product is [CH2:1]([N:4]1[CH2:9][CH2:8][O:7][C:6]2[CH:10]=[CH:11][C:12]([C:15]3[N:20]4[N:21]=[C:22]([C:24](=[O:25])[NH:50][CH2:49][C:44]5[CH:45]=[CH:46][CH:47]=[CH:48][C:43]=5[CH2:39][CH2:40][CH:41]=[CH2:42])[CH:23]=[C:19]4[N:18]=[C:17]([CH3:27])[C:16]=3[C@H:28]([O:34][C:35]([CH3:36])([CH3:37])[CH3:38])[C:29]([O:31][CH2:32][CH3:33])=[O:30])=[C:13]([Cl:14])[C:5]1=2)[CH:2]=[CH2:3]. The yield is 0.696. (8) The reactants are [CH3:1][C:2]1[N:12]([CH:13]([C:15]2[CH:20]=[CH:19][CH:18]=[CH:17][CH:16]=2)[CH3:14])[C:5]2[C:6](=[O:11])[N:7]([CH3:10])[CH:8]=[CH:9][C:4]=2[C:3]=1[C:21](O)=[O:22].N[CH2:25][C:26]1[CH:31]=[C:30]([CH3:32])[NH:29][C:28](=[O:33])[C:27]=1[CH3:34].C[N:36](C(ON1N=NC2C=CC=NC1=2)=[N+](C)C)C.F[P-](F)(F)(F)(F)F.C(N(CC)CC)C. The catalyst is CN(C)C=O. The product is [CH3:25][C:26]1[CH:31]=[C:30]([CH3:32])[NH:29][C:28](=[O:33])[C:27]=1[CH2:34][NH:36][C:21]([C:3]1[C:4]2[CH:9]=[CH:8][N:7]([CH3:10])[C:6](=[O:11])[C:5]=2[N:12]([CH:13]([C:15]2[CH:16]=[CH:17][CH:18]=[CH:19][CH:20]=2)[CH3:14])[C:2]=1[CH3:1])=[O:22]. The yield is 0.530. (9) The reactants are [C:1]12([NH2:11])[CH2:10][CH:5]3[CH2:6][CH:7]([CH2:9][CH:3]([CH2:4]3)[CH2:2]1)[CH2:8]2.[C:12]([C:16]1[S:17][C:18]([CH:21]=O)=[CH:19][N:20]=1)([CH3:15])([CH3:14])[CH3:13]. No catalyst specified. The product is [C:12]([C:16]1[S:17][C:18]([CH2:21][NH:11][C:1]23[CH2:8][CH:7]4[CH2:6][CH:5]([CH2:4][CH:3]([CH2:9]4)[CH2:2]2)[CH2:10]3)=[CH:19][N:20]=1)([CH3:15])([CH3:14])[CH3:13]. The yield is 0.700.